This data is from Peptide-MHC class I binding affinity with 185,985 pairs from IEDB/IMGT. The task is: Regression. Given a peptide amino acid sequence and an MHC pseudo amino acid sequence, predict their binding affinity value. This is MHC class I binding data. (1) The peptide sequence is TSNEFYNV. The MHC is H-2-Kb with pseudo-sequence H-2-Kb. The binding affinity (normalized) is 0.791. (2) The peptide sequence is STFATVLEY. The MHC is HLA-A26:01 with pseudo-sequence HLA-A26:01. The binding affinity (normalized) is 0.851. (3) The peptide sequence is KECVDGTLL. The MHC is HLA-B07:02 with pseudo-sequence HLA-B07:02. The binding affinity (normalized) is 0.0847. (4) The peptide sequence is IPRLGGMAF. The MHC is HLA-A26:01 with pseudo-sequence HLA-A26:01. The binding affinity (normalized) is 0.0847. (5) The peptide sequence is KQRKPGGPW. The MHC is HLA-B57:01 with pseudo-sequence HLA-B57:01. The binding affinity (normalized) is 0.345. (6) The peptide sequence is ALFMYYAKR. The MHC is HLA-A03:01 with pseudo-sequence HLA-A03:01. The binding affinity (normalized) is 0.768. (7) The peptide sequence is LPSELETPNL. The MHC is HLA-B53:01 with pseudo-sequence HLA-B53:01. The binding affinity (normalized) is 0.328.